Dataset: Catalyst prediction with 721,799 reactions and 888 catalyst types from USPTO. Task: Predict which catalyst facilitates the given reaction. Reactant: [N:1]([C:4]1[CH:9]=[CH:8][C:7]([O:10][CH3:11])=[CH:6][CH:5]=1)=[N+:2]=[N-:3].[Cl:12][C:13]1[CH:18]=[C:17]([Cl:19])[CH:16]=[CH:15][C:14]=1[CH2:20][C:21]#[N:22].C[O-].[Na+]. Product: [Cl:12][C:13]1[CH:18]=[C:17]([Cl:19])[CH:16]=[CH:15][C:14]=1[C:20]1[N:3]=[N:2][N:1]([C:4]2[CH:5]=[CH:6][C:7]([O:10][CH3:11])=[CH:8][CH:9]=2)[C:21]=1[NH2:22]. The catalyst class is: 162.